Dataset: Full USPTO retrosynthesis dataset with 1.9M reactions from patents (1976-2016). Task: Predict the reactants needed to synthesize the given product. (1) Given the product [OH:67][C@@H:61]1[CH2:60][N:59]([CH2:58][CH2:57][CH2:56][N:40]2[CH2:39][CH2:38][N:44]([C:45]3[CH:54]=[CH:53][C:52]4[C:47](=[CH:48][CH:49]=[CH:50][CH:51]=4)[CH:46]=3)[C@@H:42]([CH3:43])[C:41]2=[O:55])[CH2:66][CH2:65][C:62]21[CH2:64][CH2:63]2, predict the reactants needed to synthesize it. The reactants are: C1C2C(=CC=CC=2)C=CC=1NC(C)C(O)=O.COC(OC)CNCCCN1CCC2(CC2)[C@H](O)C1.CO[CH:38](OC)[CH2:39][N:40]([CH2:56][CH2:57][CH2:58][N:59]1[CH2:66][CH2:65][C:62]2([CH2:64][CH2:63]2)[C@H:61]([OH:67])[CH2:60]1)[C:41](=[O:55])[CH:42]([NH:44][C:45]1[CH:54]=[CH:53][C:52]2[C:47](=[CH:48][CH:49]=[CH:50][CH:51]=2)[CH:46]=1)[CH3:43]. (2) Given the product [C@H:16]1([NH:15][C:8]2[CH:7]=[CH:6][C:5]3[C:10](=[CH:11][CH:12]=[CH:13][C:4]=3[NH:1][S:31]([C:29]3[N:28]=[CH:27][N:26]([CH3:25])[CH:30]=3)(=[O:33])=[O:32])[N:9]=2)[C:24]2[C:19](=[CH:20][CH:21]=[CH:22][CH:23]=2)[CH2:18][CH2:17]1, predict the reactants needed to synthesize it. The reactants are: [N+:1]([C:4]1[CH:13]=[CH:12][CH:11]=[C:10]2[C:5]=1[CH:6]=[CH:7][C:8](Cl)=[N:9]2)([O-])=O.[NH2:15][C@H:16]1[C:24]2[C:19](=[CH:20][CH:21]=[CH:22][CH:23]=2)[CH2:18][CH2:17]1.[CH3:25][N:26]1[CH:30]=[C:29]([S:31](Cl)(=[O:33])=[O:32])[N:28]=[CH:27]1.